Dataset: NCI-60 drug combinations with 297,098 pairs across 59 cell lines. Task: Regression. Given two drug SMILES strings and cell line genomic features, predict the synergy score measuring deviation from expected non-interaction effect. (1) Drug 1: CCCS(=O)(=O)NC1=C(C(=C(C=C1)F)C(=O)C2=CNC3=C2C=C(C=N3)C4=CC=C(C=C4)Cl)F. Drug 2: C1CNP(=O)(OC1)N(CCCl)CCCl. Cell line: NCI-H322M. Synergy scores: CSS=-7.91, Synergy_ZIP=2.06, Synergy_Bliss=-4.10, Synergy_Loewe=-9.81, Synergy_HSA=-10.0. (2) Drug 1: CC(CN1CC(=O)NC(=O)C1)N2CC(=O)NC(=O)C2. Drug 2: CC(C1=C(C=CC(=C1Cl)F)Cl)OC2=C(N=CC(=C2)C3=CN(N=C3)C4CCNCC4)N. Cell line: PC-3. Synergy scores: CSS=15.5, Synergy_ZIP=-6.89, Synergy_Bliss=-2.94, Synergy_Loewe=-1.78, Synergy_HSA=-1.48. (3) Drug 1: CC1CCC2CC(C(=CC=CC=CC(CC(C(=O)C(C(C(=CC(C(=O)CC(OC(=O)C3CCCCN3C(=O)C(=O)C1(O2)O)C(C)CC4CCC(C(C4)OC)O)C)C)O)OC)C)C)C)OC. Drug 2: C1=CC=C(C(=C1)C(C2=CC=C(C=C2)Cl)C(Cl)Cl)Cl. Cell line: NCI-H322M. Synergy scores: CSS=-2.00, Synergy_ZIP=0.884, Synergy_Bliss=-0.0639, Synergy_Loewe=-1.71, Synergy_HSA=-1.94. (4) Cell line: SK-MEL-28. Synergy scores: CSS=3.62, Synergy_ZIP=-2.41, Synergy_Bliss=-7.50, Synergy_Loewe=-33.0, Synergy_HSA=-24.1. Drug 2: C1=CC=C(C=C1)NC(=O)CCCCCCC(=O)NO. Drug 1: CC1=C(C=C(C=C1)C(=O)NC2=CC(=CC(=C2)C(F)(F)F)N3C=C(N=C3)C)NC4=NC=CC(=N4)C5=CN=CC=C5. (5) Drug 1: C1=CC(=C2C(=C1NCCNCCO)C(=O)C3=C(C=CC(=C3C2=O)O)O)NCCNCCO. Drug 2: CCN(CC)CCNC(=O)C1=C(NC(=C1C)C=C2C3=C(C=CC(=C3)F)NC2=O)C. Cell line: SF-268. Synergy scores: CSS=42.9, Synergy_ZIP=6.50, Synergy_Bliss=7.18, Synergy_Loewe=-16.8, Synergy_HSA=3.54. (6) Drug 1: C1=CC(=CC=C1CC(C(=O)O)N)N(CCCl)CCCl.Cl. Drug 2: CC12CCC3C(C1CCC2O)C(CC4=C3C=CC(=C4)O)CCCCCCCCCS(=O)CCCC(C(F)(F)F)(F)F. Cell line: DU-145. Synergy scores: CSS=-0.349, Synergy_ZIP=-0.470, Synergy_Bliss=-0.730, Synergy_Loewe=-3.33, Synergy_HSA=-3.12. (7) Drug 1: CS(=O)(=O)CCNCC1=CC=C(O1)C2=CC3=C(C=C2)N=CN=C3NC4=CC(=C(C=C4)OCC5=CC(=CC=C5)F)Cl. Drug 2: CC12CCC3C(C1CCC2OP(=O)(O)O)CCC4=C3C=CC(=C4)OC(=O)N(CCCl)CCCl.[Na+]. Cell line: SW-620. Synergy scores: CSS=3.22, Synergy_ZIP=-0.678, Synergy_Bliss=0.567, Synergy_Loewe=-3.35, Synergy_HSA=-3.07. (8) Drug 1: C1CC(C1)(C(=O)O)C(=O)O.[NH2-].[NH2-].[Pt+2]. Drug 2: CC(C)NC(=O)C1=CC=C(C=C1)CNNC.Cl. Cell line: PC-3. Synergy scores: CSS=5.83, Synergy_ZIP=-3.27, Synergy_Bliss=-1.91, Synergy_Loewe=-2.49, Synergy_HSA=-2.49.